This data is from Catalyst prediction with 721,799 reactions and 888 catalyst types from USPTO. The task is: Predict which catalyst facilitates the given reaction. (1) Reactant: [C:1]([NH:24][C@@H:25]([CH3:30])[C:26]([O:28]C)=[O:27])(=[O:23])[CH2:2][CH2:3]/[CH:4]=[CH:5]\[CH2:6]/[CH:7]=[CH:8]\[CH2:9]/[CH:10]=[CH:11]\[CH2:12]/[CH:13]=[CH:14]\[CH2:15]/[CH:16]=[CH:17]\[CH2:18]/[CH:19]=[CH:20]\[CH2:21][CH3:22].[OH-].[Na+].Cl. Product: [C:1]([NH:24][C@@H:25]([CH3:30])[C:26]([OH:28])=[O:27])(=[O:23])[CH2:2][CH2:3]/[CH:4]=[CH:5]\[CH2:6]/[CH:7]=[CH:8]\[CH2:9]/[CH:10]=[CH:11]\[CH2:12]/[CH:13]=[CH:14]\[CH2:15]/[CH:16]=[CH:17]\[CH2:18]/[CH:19]=[CH:20]\[CH2:21][CH3:22]. The catalyst class is: 1. (2) Product: [CH2:8]([C:4]1[CH:3]=[C:2]([B:18]([OH:19])[OH:17])[CH:7]=[CH:6][CH:5]=1)[CH2:9][CH3:10]. The catalyst class is: 1. Reactant: Br[C:2]1[CH:7]=[CH:6][CH:5]=[C:4]([CH2:8][CH2:9][CH3:10])[CH:3]=1.[Li]CCCC.C[O:17][B:18](OC)[O:19]C. (3) Reactant: [F:1][C:2]1[CH:8]=[C:7]([O:9][C:10]2[CH:15]=[CH:14][C:13]([C:16]3[N:17]=[C:18]([CH2:21][O:22][C:23]4[CH:28]=[CH:27][CH:26]=[CH:25][CH:24]=4)[NH:19][CH:20]=3)=[CH:12][CH:11]=2)[CH:6]=[CH:5][C:3]=1[NH2:4].CC1C=C(C)[N:32]([C:36](=[N:38][N+:39]([O-:41])=[O:40])N)N=1. Product: [F:1][C:2]1[CH:8]=[C:7]([O:9][C:10]2[CH:11]=[CH:12][C:13]([C:16]3[N:17]=[C:18]([CH2:21][O:22][C:23]4[CH:24]=[CH:25][CH:26]=[CH:27][CH:28]=4)[NH:19][CH:20]=3)=[CH:14][CH:15]=2)[CH:6]=[CH:5][C:3]=1[NH:4][C:36]([NH2:32])=[N:38][N+:39]([O-:41])=[O:40]. The catalyst class is: 5. (4) Reactant: [Cl:1][C:2]1[CH:3]=[C:4]([C:8]2[C:13]3[N:14]([CH2:27][C@H:28]4[CH2:33][CH2:32][C@H:31]([CH3:34])[CH2:30][CH2:29]4)[C:15]([N:17]4[CH2:21][C@H:20]([O:22][CH3:23])[CH2:19][C@H:18]4[CH:24]([CH3:26])[CH3:25])=[N:16][C:12]=3[CH:11]=[C:10]([C:35](=[N:37][OH:38])[NH2:36])[N:9]=2)[CH:5]=[N:6][CH:7]=1.[C:39](N1C=CN=C1)(N1C=CN=C1)=[O:40].N12CCCN=C1CCCCC2. Product: [Cl:1][C:2]1[CH:3]=[C:4]([C:8]2[N:9]=[C:10]([C:35]3[NH:36][C:39](=[O:40])[O:38][N:37]=3)[CH:11]=[C:12]3[N:16]=[C:15]([N:17]4[CH2:21][C@H:20]([O:22][CH3:23])[CH2:19][C@H:18]4[CH:24]([CH3:25])[CH3:26])[N:14]([CH2:27][C@H:28]4[CH2:33][CH2:32][C@H:31]([CH3:34])[CH2:30][CH2:29]4)[C:13]=23)[CH:5]=[N:6][CH:7]=1. The catalyst class is: 10. (5) Reactant: [Cl:1][C:2]1[CH:7]=[CH:6][C:5]([S:8]([CH2:11][C:12]#[N:13])(=[O:10])=[O:9])=[CH:4][CH:3]=1.[C:14](=O)([O-])[O-].[K+].[K+].[CH3:20][O:21][C:22]1[CH:23]=[C:24]([N:30]=[C:31]=[S:32])[CH:25]=[C:26]([O:28][CH3:29])[CH:27]=1.CI. Product: [Cl:1][C:2]1[CH:3]=[CH:4][C:5]([S:8]([C:11](=[C:31]([NH:30][C:24]2[CH:25]=[C:26]([O:28][CH3:29])[CH:27]=[C:22]([O:21][CH3:20])[CH:23]=2)[S:32][CH3:14])[C:12]#[N:13])(=[O:9])=[O:10])=[CH:6][CH:7]=1. The catalyst class is: 21.